Predict the reactants needed to synthesize the given product. From a dataset of Full USPTO retrosynthesis dataset with 1.9M reactions from patents (1976-2016). (1) The reactants are: CN([CH:4]=[O:5])C.O=P(Cl)(Cl)Cl.[F:11][CH2:12][CH2:13][N:14]1[C:18]([CH3:19])=[CH:17][C:16]([CH3:20])=[N:15]1.C(=O)([O-])[O-].[K+].[K+]. Given the product [F:11][CH2:12][CH2:13][N:14]1[C:18]([CH3:19])=[C:17]([CH:4]=[O:5])[C:16]([CH3:20])=[N:15]1, predict the reactants needed to synthesize it. (2) Given the product [CH:1]1([N:7]2[C:12](=[O:13])[C:11]([C:40]([NH:36][CH2:69][C:70]([OH:71])=[O:67])=[O:41])=[C:10]([OH:14])[N:9]([CH:15]3[CH2:20][CH2:19][CH2:18][NH:17][CH2:16]3)[C:8]2=[O:31])[CH2:6][CH2:5][CH2:4][CH2:3][CH2:2]1, predict the reactants needed to synthesize it. The reactants are: [CH:1]1([N:7]2[C:12](=[O:13])[CH2:11][C:10](=[O:14])[N:9]([CH:15]3[CH2:20][CH2:19][CH2:18][N:17](C(OCC4C=CC=CC=4)=O)[CH2:16]3)[C:8]2=[O:31])[CH2:6][CH2:5][CH2:4][CH2:3][CH2:2]1.Cl.NC1CCC[N:36]([C:40](OCC2C=CC=CC=2)=[O:41])C1.C(N(C(C)C)CC)(C)C.C1(N=C=[O:67])CCCCC1.C(Cl)(=O)[CH2:69][C:70](Cl)=[O:71]. (3) Given the product [C:1]([O:5][C:6]([N:8]([CH2:25][C:26]1[CH:31]=[CH:30][C:29]([O:32][CH3:33])=[C:28]([O:34][CH3:35])[CH:27]=1)[C:9]1[N:14]2[N:15]=[C:16]([C:18]3[O:19][CH:20]=[CH:21][CH:22]=3)[N:17]=[C:13]2[CH:12]=[C:11]([CH2:23][O:24][CH3:37])[N:10]=1)=[O:7])([CH3:4])([CH3:3])[CH3:2], predict the reactants needed to synthesize it. The reactants are: [C:1]([O:5][C:6]([N:8]([CH2:25][C:26]1[CH:31]=[CH:30][C:29]([O:32][CH3:33])=[C:28]([O:34][CH3:35])[CH:27]=1)[C:9]1[N:14]2[N:15]=[C:16]([C:18]3[O:19][CH:20]=[CH:21][CH:22]=3)[N:17]=[C:13]2[CH:12]=[C:11]([CH2:23][OH:24])[N:10]=1)=[O:7])([CH3:4])([CH3:3])[CH3:2].I[CH3:37]. (4) Given the product [N:15]1([C:2]2[CH:7]=[C:6]([Cl:8])[CH:5]=[CH:4][C:3]=2[C@@H:9]([OH:14])[C:10]([F:13])([F:12])[F:11])[C:19]2[CH:20]=[CH:21][CH:22]=[CH:23][C:18]=2[N:17]=[CH:16]1, predict the reactants needed to synthesize it. The reactants are: Br[C:2]1[CH:7]=[C:6]([Cl:8])[CH:5]=[CH:4][C:3]=1[C@@H:9]([OH:14])[C:10]([F:13])([F:12])[F:11].[NH:15]1[C:19]2[CH:20]=[CH:21][CH:22]=[CH:23][C:18]=2[N:17]=[CH:16]1.C([O-])([O-])=O.[K+].[K+].CN[C@@H]1CCCC[C@H]1NC. (5) Given the product [CH3:14][N:12]1[C:13]2[C:5]3([C:25]4[CH:30]=[CH:29][CH:28]=[CH:27][CH:26]=4)[CH:6]([CH:21]([CH3:24])[C:22]4[O:23][N:32]=[CH:2][C:3]=4[CH2:4]3)[CH2:7][CH2:8][C:9]=2[C:10]([C:15]2[CH:20]=[CH:19][CH:18]=[CH:17][CH:16]=2)=[N:11]1, predict the reactants needed to synthesize it. The reactants are: O/[CH:2]=[C:3]1/[CH2:4][C:5]2([C:25]3[CH:30]=[CH:29][CH:28]=[CH:27][CH:26]=3)[C:13]3[N:12]([CH3:14])[N:11]=[C:10]([C:15]4[CH:20]=[CH:19][CH:18]=[CH:17][CH:16]=4)[C:9]=3[CH2:8][CH2:7][CH:6]2[CH:21]([CH3:24])[C:22]/1=[O:23].Cl.[NH2:32]O.C1(C)C=CC(S(O)(=O)=O)=CC=1.C1(C)C=CC=CC=1. (6) Given the product [CH:34]1([CH:37]=[C:30]2[S:29][C:28](=[O:33])[NH:27][C:31]2=[O:32])[CH2:36][CH2:35]1, predict the reactants needed to synthesize it. The reactants are: NC1N=CN=C2N(CCC[N:27]3[C:31](=[O:32])[CH2:30][S:29][C:28]3=[O:33])N=C(C3C=CC(OC4C=CC=CC=4)=CC=3)C=12.[CH:34]1([CH:37]=O)[CH2:36][CH2:35]1.N1CCCCC1. (7) Given the product [C:21]1([CH3:24])[CH:20]=[CH:19][C:18]([S:15]([N:12]2[C:8]3[N:9]=[CH:10][N:11]=[C:6]([C:4](=[O:3])[CH3:5])[C:7]=3[CH:14]=[CH:13]2)(=[O:17])=[O:16])=[CH:23][CH:22]=1, predict the reactants needed to synthesize it. The reactants are: C([O:3][C:4]([C:6]1[C:7]2[CH:14]=[CH:13][N:12]([S:15]([C:18]3[CH:23]=[CH:22][C:21]([CH3:24])=[CH:20][CH:19]=3)(=[O:17])=[O:16])[C:8]=2[N:9]=[CH:10][N:11]=1)=[CH2:5])C.C1COCC1. (8) Given the product [N:7]1[CH:8]=[CH:9][CH:10]=[CH:11][C:6]=1[S:5][C:13]1[C:21]2[C:16](=[CH:17][CH:18]=[CH:19][CH:20]=2)[NH:15][N:14]=1, predict the reactants needed to synthesize it. The reactants are: C(O)CO.[SH:5][C:6]1[CH:11]=[CH:10][CH:9]=[CH:8][N:7]=1.I[C:13]1[C:21]2[C:16](=[CH:17][CH:18]=[CH:19][CH:20]=2)[NH:15][N:14]=1.C(=O)([O-])[O-].[K+].[K+]. (9) Given the product [Cl:17][C:5]1[C:6]([C:8]2[N:12]3[CH:13]=[CH:14][CH:15]=[CH:16][C:11]3=[N:10][CH:9]=2)=[N:7][C:2]([NH:18][C:19]2[CH:24]=[CH:23][C:22]([CH2:25][C:26]([OH:28])=[O:27])=[CH:21][C:20]=2[O:29][CH3:30])=[N:3][CH:4]=1, predict the reactants needed to synthesize it. The reactants are: Cl[C:2]1[N:7]=[C:6]([C:8]2[N:12]3[CH:13]=[CH:14][CH:15]=[CH:16][C:11]3=[N:10][CH:9]=2)[C:5]([Cl:17])=[CH:4][N:3]=1.[NH2:18][C:19]1[CH:24]=[CH:23][C:22]([CH2:25][C:26]([OH:28])=[O:27])=[CH:21][C:20]=1[O:29][CH3:30].O.CC1C=CC(S(O)(=O)=O)=CC=1.